Dataset: NCI-60 drug combinations with 297,098 pairs across 59 cell lines. Task: Regression. Given two drug SMILES strings and cell line genomic features, predict the synergy score measuring deviation from expected non-interaction effect. (1) Drug 1: CC1=CC2C(CCC3(C2CCC3(C(=O)C)OC(=O)C)C)C4(C1=CC(=O)CC4)C. Drug 2: CC1=C2C(C(=O)C3(C(CC4C(C3C(C(C2(C)C)(CC1OC(=O)C(C(C5=CC=CC=C5)NC(=O)C6=CC=CC=C6)O)O)OC(=O)C7=CC=CC=C7)(CO4)OC(=O)C)O)C)OC(=O)C. Cell line: UACC62. Synergy scores: CSS=47.6, Synergy_ZIP=-2.86, Synergy_Bliss=-2.99, Synergy_Loewe=-78.1, Synergy_HSA=-3.11. (2) Drug 1: CCC1(CC2CC(C3=C(CCN(C2)C1)C4=CC=CC=C4N3)(C5=C(C=C6C(=C5)C78CCN9C7C(C=CC9)(C(C(C8N6C=O)(C(=O)OC)O)OC(=O)C)CC)OC)C(=O)OC)O.OS(=O)(=O)O. Drug 2: CS(=O)(=O)CCNCC1=CC=C(O1)C2=CC3=C(C=C2)N=CN=C3NC4=CC(=C(C=C4)OCC5=CC(=CC=C5)F)Cl. Cell line: IGROV1. Synergy scores: CSS=25.6, Synergy_ZIP=-0.906, Synergy_Bliss=8.67, Synergy_Loewe=2.85, Synergy_HSA=7.14.